This data is from Full USPTO retrosynthesis dataset with 1.9M reactions from patents (1976-2016). The task is: Predict the reactants needed to synthesize the given product. (1) Given the product [F:26][C:27]1[CH:32]=[CH:31][C:30]([F:33])=[CH:29][C:28]=1[N:34]1[C:5]([C:7]2[C:12](=[O:13])[CH:11]=[CH:10][N:9]([C:14]3[CH:15]=[CH:16][C:17]([O:20][C:21]([F:22])([F:23])[F:24])=[CH:18][CH:19]=3)[N:8]=2)=[CH:4][CH:3]=[N:2]1, predict the reactants needed to synthesize it. The reactants are: C[N:2](C)/[CH:3]=[CH:4]/[C:5]([C:7]1[C:12](=[O:13])[CH:11]=[CH:10][N:9]([C:14]2[CH:19]=[CH:18][C:17]([O:20][C:21]([F:24])([F:23])[F:22])=[CH:16][CH:15]=2)[N:8]=1)=O.[F:26][C:27]1[CH:32]=[CH:31][C:30]([F:33])=[CH:29][C:28]=1[NH:34]N. (2) Given the product [NH2:14][C:9]1[CH:10]=[C:11]2[C:6](=[CH:7][CH:8]=1)[C:5](=[O:17])[N:4]([CH2:3][CH2:2][OH:1])[C:12]2=[O:13], predict the reactants needed to synthesize it. The reactants are: [OH:1][CH2:2][CH2:3][N:4]1[C:12](=[O:13])[C:11]2[C:6](=[CH:7][CH:8]=[C:9]([N+:14]([O-])=O)[CH:10]=2)[C:5]1=[O:17]. (3) Given the product [CH3:1][O:2][C:3]1[CH:4]=[C:5]2[C:10](=[CH:11][C:12]=1[O:13][CH3:14])[N:9]=[CH:8][CH:7]=[C:6]2[O:15][C:16]1[CH:22]=[CH:21][C:19]([NH:20][C:34]([NH:51][C@H:49]([C:46]2[CH:47]=[CH:48][C:43]([F:42])=[CH:44][CH:45]=2)[CH3:50])=[O:40])=[CH:18][CH:17]=1, predict the reactants needed to synthesize it. The reactants are: [CH3:1][O:2][C:3]1[CH:4]=[C:5]2[C:10](=[CH:11][C:12]=1[O:13][CH3:14])[N:9]=[CH:8][CH:7]=[C:6]2[O:15][C:16]1[CH:22]=[CH:21][C:19]([NH2:20])=[CH:18][CH:17]=1.C(N(CC)CC)C.ClC(Cl)(O[C:34](=[O:40])OC(Cl)(Cl)Cl)Cl.[F:42][C:43]1[CH:48]=[CH:47][C:46]([C@@H:49]([NH2:51])[CH3:50])=[CH:45][CH:44]=1. (4) Given the product [CH2:32]([N:9]1[C:10]2[C:15](=[CH:14][CH:13]=[C:12]([C:16]([O:18][CH3:19])=[O:17])[CH:11]=2)[C:7]([CH:1]2[CH2:6][CH2:5][CH2:4][CH2:3][CH2:2]2)=[C:8]1[C:20]1[CH:25]=[CH:24][CH:23]=[CH:22][C:21]=1[CH:26]=[CH2:27])[CH:31]=[CH2:30], predict the reactants needed to synthesize it. The reactants are: [CH:1]1([C:7]2[C:15]3[C:10](=[CH:11][C:12]([C:16]([O:18][CH3:19])=[O:17])=[CH:13][CH:14]=3)[NH:9][C:8]=2[C:20]2[CH:25]=[CH:24][CH:23]=[CH:22][C:21]=2[CH:26]=[CH2:27])[CH2:6][CH2:5][CH2:4][CH2:3][CH2:2]1.[H-].[Na+].[CH2:30](Br)[CH:31]=[CH2:32]. (5) Given the product [CH2:1]([O:3][C:4]([C:6]1[NH:7][C:8](=[O:29])[N:9]([CH3:21])[C:10](=[O:20])[C:11]=1[O:12][CH2:13][C:14]1[CH:19]=[CH:18][CH:17]=[CH:16][CH:15]=1)=[O:5])[CH3:2], predict the reactants needed to synthesize it. The reactants are: [CH2:1]([O:3][C:4]([C:6]1[N:7]=[C:8](S(C)(=O)=O)[N:9]([CH3:21])[C:10](=[O:20])[C:11]=1[O:12][CH2:13][C:14]1[CH:19]=[CH:18][CH:17]=[CH:16][CH:15]=1)=[O:5])[CH3:2].N1CC[O:29]CC1. (6) Given the product [CH3:1][N:2]1[C:7]2[CH:8]=[CH:9][CH:10]=[CH:11][C:6]=2[C:5](=[O:12])[NH:14][CH2:15][C:3]1=[O:4], predict the reactants needed to synthesize it. The reactants are: [CH3:1][N:2]1[C:7]2[CH:8]=[CH:9][CH:10]=[CH:11][C:6]=2[C:5](=[O:12])[O:4][C:3]1=O.[NH2:14][CH2:15]C(O)=O.O.C(N(CC)CC)C.